This data is from Full USPTO retrosynthesis dataset with 1.9M reactions from patents (1976-2016). The task is: Predict the reactants needed to synthesize the given product. (1) Given the product [F:1][C:2]1[CH:21]=[CH:20][C:5]([CH2:6][N:7]2[C:11]3=[CH:12][N:13]=[C:14]([C:16]([NH:22][OH:23])=[O:17])[CH:15]=[C:10]3[CH:9]=[N:8]2)=[CH:4][CH:3]=1, predict the reactants needed to synthesize it. The reactants are: [F:1][C:2]1[CH:21]=[CH:20][C:5]([CH2:6][N:7]2[C:11]3=[CH:12][N:13]=[C:14]([C:16](OC)=[O:17])[CH:15]=[C:10]3[CH:9]=[N:8]2)=[CH:4][CH:3]=1.[NH2:22][OH:23].[OH-].[Na+].Cl. (2) Given the product [F:1][C:2]1[CH:3]=[CH:4][C:5]([C:8]2[O:9][C:10]3[CH:20]=[CH:19][C:18]([O:21][CH:22]([CH:27]=[CH2:28])[C:23]([O:25][CH3:26])=[O:24])=[CH:17][C:11]=3[C:12]=2[C:13]([NH:15][CH3:16])=[O:14])=[CH:6][CH:7]=1, predict the reactants needed to synthesize it. The reactants are: [F:1][C:2]1[CH:7]=[CH:6][C:5]([C:8]2[O:9][C:10]3[CH:20]=[CH:19][C:18]([O:21][CH:22]([CH2:27][CH2:28][Se]C4C=CC=CC=4)[C:23]([O:25][CH3:26])=[O:24])=[CH:17][C:11]=3[C:12]=2[C:13]([NH:15][CH3:16])=[O:14])=[CH:4][CH:3]=1.OO. (3) Given the product [F:36][C:2]([F:1])([F:35])[C:3]1[CH:4]=[C:5]([C@H:13]([O:15][C@H:16]2[CH2:25][CH2:24][C:23]3[N:22]=[C:21]([CH2:26][NH:27][C:37](=[O:39])[CH3:38])[CH:20]=[CH:19][C:18]=3[C@@H:17]2[C:28]2[CH:29]=[CH:30][C:31]([F:34])=[CH:32][CH:33]=2)[CH3:14])[CH:6]=[C:7]([C:9]([F:10])([F:11])[F:12])[CH:8]=1, predict the reactants needed to synthesize it. The reactants are: [F:1][C:2]([F:36])([F:35])[C:3]1[CH:4]=[C:5]([C@H:13]([O:15][C@H:16]2[CH2:25][CH2:24][C:23]3[N:22]=[C:21]([CH2:26][NH2:27])[CH:20]=[CH:19][C:18]=3[C@@H:17]2[C:28]2[CH:33]=[CH:32][C:31]([F:34])=[CH:30][CH:29]=2)[CH3:14])[CH:6]=[C:7]([C:9]([F:12])([F:11])[F:10])[CH:8]=1.[C:37](Cl)(=[O:39])[CH3:38]. (4) Given the product [NH2:1][C:2]1[N:3]=[C:4]([C:13]2[CH:18]=[CH:17][C:16]([Cl:19])=[CH:15][C:14]=2[Cl:20])[C:5]2[CH:10]=[C:9]([CH:11]=[O:12])[S:8][C:6]=2[N:7]=1, predict the reactants needed to synthesize it. The reactants are: [NH2:1][C:2]1[N:3]=[C:4]([C:13]2[CH:18]=[CH:17][C:16]([Cl:19])=[CH:15][C:14]=2[Cl:20])[C:5]2[CH:10]=[C:9]([CH2:11][OH:12])[S:8][C:6]=2[N:7]=1.CC(C)=O.OS(O)(=O)=O.O=[Cr](=O)=O. (5) The reactants are: [N+:1]([C:4]1[CH:5]=[C:6]([C:10]2[CH:19]=[CH:18][CH:17]=[C:16]3[C:11]=2[CH:12]=[CH:13][N:14]=[C:15]3[NH:20][C:21]2[CH:22]=[C:23]([S:27]([NH2:30])(=[O:29])=[O:28])[CH:24]=[CH:25][CH:26]=2)[CH:7]=[CH:8][CH:9]=1)([O-])=O.NC1C=C(S(N)(=O)=O)C=CC=1. Given the product [NH2:1][C:4]1[CH:5]=[C:6]([C:10]2[CH:19]=[CH:18][CH:17]=[C:16]3[C:11]=2[CH:12]=[CH:13][N:14]=[C:15]3[NH:20][C:21]2[CH:22]=[C:23]([S:27]([NH2:30])(=[O:29])=[O:28])[CH:24]=[CH:25][CH:26]=2)[CH:7]=[CH:8][CH:9]=1, predict the reactants needed to synthesize it. (6) Given the product [OH:31][C:30]1[C:25](=[O:24])[NH:26][N:27]=[C:28]([CH2:39][CH2:40][C:41]2[CH:46]=[CH:45][CH:44]=[C:43]([O:47][C:48]([F:50])([F:49])[F:51])[CH:42]=2)[CH:29]=1, predict the reactants needed to synthesize it. The reactants are: OC1C(=O)NN=C(CCC2C=CC=CC=2)C=1.C([O:24][C:25]1[N:26]=[N:27][C:28]([C:39]#[C:40][C:41]2[CH:46]=[CH:45][CH:44]=[C:43]([O:47][C:48]([F:51])([F:50])[F:49])[CH:42]=2)=[CH:29][C:30]=1[O:31]CC1C=CC=CC=1)C1C=CC=CC=1. (7) Given the product [F:12][C:13]([F:21])([F:20])[C:14]([C:7]1[CH:8]=[C:9]2[C:4](=[CH:5][CH:6]=1)[NH:3][CH:2]([CH3:1])[CH2:10]2)([OH:15])[C:16]([F:19])([F:18])[F:17], predict the reactants needed to synthesize it. The reactants are: [CH3:1][CH:2]1[CH2:10][C:9]2[C:4](=[CH:5][CH:6]=[CH:7][CH:8]=2)[NH:3]1.O.[F:12][C:13]([F:21])([F:20])[C:14]([C:16]([F:19])([F:18])[F:17])=[O:15].O.O.[F:12][C:13]([F:21])([F:20])[C:14]([C:16]([F:19])([F:18])[F:17])=[O:15].[NH4+].[Cl-].